Predict the reactants needed to synthesize the given product. From a dataset of Full USPTO retrosynthesis dataset with 1.9M reactions from patents (1976-2016). Given the product [O:1]([CH:8]([CH3:14])[C:9]([OH:11])=[O:10])[C:2]1[CH:7]=[CH:6][CH:5]=[CH:4][CH:3]=1, predict the reactants needed to synthesize it. The reactants are: [O:1]([CH:8]([CH3:14])[C:9]([O:11]CC)=[O:10])[C:2]1[CH:7]=[CH:6][CH:5]=[CH:4][CH:3]=1.[OH-].[Na+].